This data is from Catalyst prediction with 721,799 reactions and 888 catalyst types from USPTO. The task is: Predict which catalyst facilitates the given reaction. (1) Reactant: Br[C:2]1[C:3]([OH:15])=[CH:4][CH:5]=[C:6]2[C:10]=1[N:9]([CH2:11][C@H:12]([OH:14])[CH3:13])[N:8]=[CH:7]2.[N:16]([O-:18])=[O:17].[Na+].O. Product: [OH:14][C@H:12]([CH3:13])[CH2:11][N:9]1[C:10]2[C:6](=[CH:5][CH:4]=[C:3]([OH:15])[C:2]=2[N+:16]([O-:18])=[O:17])[CH:7]=[N:8]1. The catalyst class is: 506. (2) Reactant: [F:1][C:2]1[CH:7]=[CH:6][C:5]([C@@H:8]2[CH2:13][CH2:12][NH:11][CH2:10][C@H:9]2[CH2:14][OH:15])=[CH:4][CH:3]=1.[CH2:16]=O. Product: [F:1][C:2]1[CH:7]=[CH:6][C:5]([C@@H:8]2[CH2:13][CH2:12][N:11]([CH3:16])[CH2:10][C@H:9]2[CH2:14][OH:15])=[CH:4][CH:3]=1. The catalyst class is: 94. (3) Reactant: [CH3:1][NH:2][CH2:3][CH2:4][O:5][CH2:6][C:7]([OH:9])=[O:8].C(N(CC)CC)C.[C:25](O[C:25]([O:27][C:28]([CH3:31])([CH3:30])[CH3:29])=[O:26])([O:27][C:28]([CH3:31])([CH3:30])[CH3:29])=[O:26].COC(N(C)CCOCC(O)=O)=O. Product: [C:28]([O:27][C:25]([N:2]([CH3:1])[CH2:3][CH2:4][O:5][CH2:6][C:7]([OH:9])=[O:8])=[O:26])([CH3:29])([CH3:30])[CH3:31]. The catalyst class is: 3. (4) Reactant: O=[CH:2][CH2:3][CH:4]1[CH2:9][CH2:8][N:7]([C:10]([O:12][C:13]([CH3:16])([CH3:15])[CH3:14])=[O:11])[CH2:6][CH2:5]1.[C:17](=O)([O-])[O-].[K+].[K+].[N+](=C(P(=O)(OC)OC)C(=O)C)=[N-].C(OCC)(=O)C. Product: [CH2:3]([CH:4]1[CH2:9][CH2:8][N:7]([C:10]([O:12][C:13]([CH3:16])([CH3:15])[CH3:14])=[O:11])[CH2:6][CH2:5]1)[C:2]#[CH:17]. The catalyst class is: 5.